Dataset: Reaction yield outcomes from USPTO patents with 853,638 reactions. Task: Predict the reaction yield, written as a fraction of the theoretical maximum amount of product (1.0 means a 100% yield; for example, 0.34 means a 34% yield). (1) The reactants are [OH:1][C:2]1[CH:6]=[C:5]([C:7]([F:10])([F:9])[F:8])[S:4][CH:3]=1.[CH3:11][C:12]1[C:13](S(C)(=O)=O)=[N:14][C:15]([CH2:18][NH:19][C:20]([CH:22]2[CH2:24][CH2:23]2)=[O:21])=[N:16][CH:17]=1.C([O-])([O-])=O.[K+].[K+].O. The catalyst is C(#N)C. The product is [CH3:11][C:12]1[C:17]([O:1][C:2]2[CH:6]=[C:5]([C:7]([F:10])([F:9])[F:8])[S:4][CH:3]=2)=[N:16][C:15]([CH2:18][NH:19][C:20]([CH:22]2[CH2:24][CH2:23]2)=[O:21])=[N:14][CH:13]=1. The yield is 0.180. (2) The reactants are [C:1]([C:4]1([C:10]2[C:18]3[C:13](=[CH:14][CH:15]=[C:16]([NH:19][C:20]([C:22]4[CH:27]=[CH:26][C:25]([N+:28]([O-])=O)=[CH:24][CH:23]=4)=[O:21])[CH:17]=3)[NH:12][N:11]=2)[CH:9]=[CH:8][CH:7]=[CH:6][CH2:5]1)(=[O:3])[CH3:2]. The catalyst is [Pd].C(OCC)(=O)C. The product is [C:1]([C:4]1([C:10]2[C:18]3[C:13](=[CH:14][CH:15]=[C:16]([NH:19][C:20]([C:22]4[CH:23]=[CH:24][C:25]([NH2:28])=[CH:26][CH:27]=4)=[O:21])[CH:17]=3)[NH:12][N:11]=2)[CH:5]=[CH:6][CH:7]=[CH:8][CH2:9]1)(=[O:3])[CH3:2]. The yield is 0.940. (3) The reactants are [CH3:1][C:2]1[O:3][C:4]2[CH:10]=[CH:9][CH:8]=[C:7]([N+:11]([O-])=O)[C:5]=2[N:6]=1. The catalyst is C(O)(=O)C.C(OCC)(=O)C.[Fe]. The product is [NH2:11][C:7]1[C:5]2[N:6]=[C:2]([CH3:1])[O:3][C:4]=2[CH:10]=[CH:9][CH:8]=1. The yield is 0.690. (4) The reactants are [Cl:1][C:2]1[C:3]([CH3:18])=[C:4]([NH:10][C@H:11]([C@H:15]([OH:17])[CH3:16])[C:12]([OH:14])=O)[CH:5]=[CH:6][C:7]=1[C:8]#[N:9].[C:19]([C:21]1[CH:30]=[CH:29][C:24]([C:25]([NH:27][NH2:28])=[O:26])=[CH:23][CH:22]=1)#[N:20]. No catalyst specified. The product is [Cl:1][C:2]1[C:3]([CH3:18])=[C:4]([NH:10][C@H:11]([C@H:15]([OH:17])[CH3:16])[C:12]([NH:28][NH:27][C:25](=[O:26])[C:24]2[CH:23]=[CH:22][C:21]([C:19]#[N:20])=[CH:30][CH:29]=2)=[O:14])[CH:5]=[CH:6][C:7]=1[C:8]#[N:9]. The yield is 0.500. (5) The reactants are C[Al](C)C.[CH3:5][CH:6]([N:8]1[CH2:14][CH2:13][CH2:12][N:11]([C:15]2[N:20]=[CH:19][C:18]([C:21]([O:23]C)=O)=[CH:17][N:16]=2)[CH2:10][CH2:9]1)[CH3:7].[CH3:25][O:26][C:27]1[CH:28]=[C:29]([CH2:35][CH2:36][C:37]2[CH:38]=[C:39]([NH2:42])[NH:40][N:41]=2)[CH:30]=[C:31]([O:33][CH3:34])[CH:32]=1. The catalyst is C1(C)C=CC=CC=1. The product is [CH3:34][O:33][C:31]1[CH:30]=[C:29]([CH2:35][CH2:36][C:37]2[CH:38]=[C:39]([NH:42][C:21]([C:18]3[CH:19]=[N:20][C:15]([N:11]4[CH2:12][CH2:13][CH2:14][N:8]([CH:6]([CH3:5])[CH3:7])[CH2:9][CH2:10]4)=[N:16][CH:17]=3)=[O:23])[NH:40][N:41]=2)[CH:28]=[C:27]([O:26][CH3:25])[CH:32]=1. The yield is 0.170.